This data is from NCI-60 drug combinations with 297,098 pairs across 59 cell lines. The task is: Regression. Given two drug SMILES strings and cell line genomic features, predict the synergy score measuring deviation from expected non-interaction effect. (1) Drug 1: C1CN1C2=NC(=NC(=N2)N3CC3)N4CC4. Drug 2: COC1=C(C=C2C(=C1)N=CN=C2NC3=CC(=C(C=C3)F)Cl)OCCCN4CCOCC4. Cell line: PC-3. Synergy scores: CSS=20.0, Synergy_ZIP=1.18, Synergy_Bliss=1.25, Synergy_Loewe=-2.58, Synergy_HSA=0.520. (2) Synergy scores: CSS=58.0, Synergy_ZIP=5.70, Synergy_Bliss=3.83, Synergy_Loewe=-1.39, Synergy_HSA=2.58. Drug 2: CC1CCCC2(C(O2)CC(NC(=O)CC(C(C(=O)C(C1O)C)(C)C)O)C(=CC3=CSC(=N3)C)C)C. Drug 1: CCC1(CC2CC(C3=C(CCN(C2)C1)C4=CC=CC=C4N3)(C5=C(C=C6C(=C5)C78CCN9C7C(C=CC9)(C(C(C8N6C)(C(=O)OC)O)OC(=O)C)CC)OC)C(=O)OC)O.OS(=O)(=O)O. Cell line: OVCAR-8.